This data is from Catalyst prediction with 721,799 reactions and 888 catalyst types from USPTO. The task is: Predict which catalyst facilitates the given reaction. (1) Reactant: [CH3:1][C@@H:2]1[O:7][C@@H:6]([O:8][C@@H:9]2[C:14]3=[C:15]([OH:32])[C:16]4[C:28](=[O:29])[C:27]5[C:22](=[CH:23][CH:24]=[CH:25][C:26]=5[O:30][CH3:31])[C:20](=[O:21])[C:17]=4[C:18]([OH:19])=[C:13]3[CH2:12][C@@:11]([OH:37])([C:33]([CH2:35][OH:36])=[O:34])[CH2:10]2)[CH2:5][C@H:4]([NH2:38])[C@@H:3]1[OH:39].Cl.CN(CCN(C)C)C.Cl. Product: [CH3:1][C@@H:2]1[O:7][C@@H:6]([O:8][C@@H:9]2[C:14]3=[C:15]([OH:32])[C:16]4[C:28](=[O:29])[C:27]5[C:22](=[CH:23][CH:24]=[CH:25][C:26]=5[O:30][CH3:31])[C:20](=[O:21])[C:17]=4[C:18]([OH:19])=[C:13]3[CH2:12][C@@:11]([OH:37])([C:33]([CH2:35][OH:36])=[O:34])[CH2:10]2)[CH2:5][C@H:4]([NH2:38])[C@@H:3]1[OH:39]. The catalyst class is: 374. (2) Reactant: C([O:8][P:9]([CH2:19][CH:20]([CH2:25][CH:26]([F:31])[C:27]([O:29]C)=[O:28])[C:21]([O:23]C)=[O:22])([O:11]CC1C=CC=CC=1)=[O:10])C1C=CC=CC=1. Product: [F:31][CH:26]([CH2:25][CH:20]([CH2:19][P:9]([OH:10])([OH:11])=[O:8])[C:21]([OH:23])=[O:22])[C:27]([OH:29])=[O:28]. The catalyst class is: 33. (3) Reactant: [CH3:1][N:2]([CH2:4][C:5]1([C:20]2([OH:26])[CH2:25][CH2:24][CH2:23][CH2:22][CH2:21]2)[C:15]2[CH:14]=[C:13]3[C:9]([CH2:10][CH2:11][N:12]3S(C)(=O)=O)=[CH:8][C:7]=2[CH2:6]1)[CH3:3].N.[Na]. Product: [CH3:3][N:2]([CH2:4][C:5]1([C:20]2([OH:26])[CH2:25][CH2:24][CH2:23][CH2:22][CH2:21]2)[C:15]2[CH:14]=[C:13]3[C:9]([CH2:10][CH2:11][NH:12]3)=[CH:8][C:7]=2[CH2:6]1)[CH3:1]. The catalyst class is: 7. (4) Reactant: Cl.Cl.[O:3]1[CH:7]=[N:6][C:5]([C:8]2[CH:13]=[CH:12][C:11]([CH:14]3[CH2:19][NH:18][CH2:17][CH2:16][NH:15]3)=[CH:10][CH:9]=2)=[N:4]1.C(N(CC)CC)C.Cl[C:28]1[N:33]([CH3:34])[C:32](=[O:35])[CH:31]=[C:30]([C:36]2[CH:41]=[CH:40][N:39]=[CH:38][CH:37]=2)[N:29]=1. Product: [O:3]1[CH:7]=[N:6][C:5]([C:8]2[CH:13]=[CH:12][C:11]([C@@H:14]3[NH:15][CH2:16][CH2:17][N:18]([C:28]4[N:33]([CH3:34])[C:32](=[O:35])[CH:31]=[C:30]([C:36]5[CH:37]=[CH:38][N:39]=[CH:40][CH:41]=5)[N:29]=4)[CH2:19]3)=[CH:10][CH:9]=2)=[N:4]1. The catalyst class is: 7. (5) Reactant: [N:1]1([C:10]([O:12][C:13]([CH3:16])([CH3:15])[CH3:14])=[O:11])[C:9]2[CH:8]=[CH:7][N:6]=[CH:5][C:4]=2[CH:3]=[CH:2]1.C(O)(=O)C. Product: [N:1]1([C:10]([O:12][C:13]([CH3:16])([CH3:15])[CH3:14])=[O:11])[CH:9]2[CH:4]([CH2:5][NH:6][CH2:7][CH2:8]2)[CH2:3][CH2:2]1. The catalyst class is: 261. (6) Reactant: [OH:1][C:2]1[CH:9]=[C:8]([CH3:10])[C:5]([CH:6]=[O:7])=[C:4]([CH3:11])[CH:3]=1.[C:12]([Si:16](Cl)([CH3:18])[CH3:17])([CH3:15])([CH3:14])[CH3:13]. Product: [Si:16]([O:1][C:2]1[CH:3]=[C:4]([CH3:11])[C:5]([CH:6]=[O:7])=[C:8]([CH3:10])[CH:9]=1)([C:12]([CH3:15])([CH3:14])[CH3:13])([CH3:18])[CH3:17]. The catalyst class is: 1.